From a dataset of Forward reaction prediction with 1.9M reactions from USPTO patents (1976-2016). Predict the product of the given reaction. (1) Given the reactants [CH3:1][C:2]1[CH:3]=[CH:4][C:5]([NH:13][C:14]2[CH:15]=[N:16][C:17]3[C:22]([CH:23]=2)=[CH:21][CH:20]=[CH:19][CH:18]=3)=[C:6]([CH:12]=1)[C:7]([O:9]CC)=[O:8], predict the reaction product. The product is: [CH3:1][C:2]1[CH:3]=[CH:4][C:5]([NH:13][C:14]2[CH:15]=[N:16][C:17]3[CH2:18][CH2:19][CH2:20][CH2:21][C:22]=3[CH:23]=2)=[C:6]([CH:12]=1)[C:7]([OH:9])=[O:8]. (2) Given the reactants [C:1]([O:5][C:6](=[O:25])[NH:7][C:8]1[CH:13]=[CH:12][C:11]([N+:14]([O-])=O)=[C:10]([NH:17][CH2:18][C:19]2[CH:24]=[CH:23][CH:22]=[CH:21][CH:20]=2)[CH:9]=1)([CH3:4])([CH3:3])[CH3:2].[Cl-].[NH4+], predict the reaction product. The product is: [C:1]([O:5][C:6](=[O:25])[NH:7][C:8]1[CH:13]=[CH:12][C:11]([NH2:14])=[C:10]([NH:17][CH2:18][C:19]2[CH:24]=[CH:23][CH:22]=[CH:21][CH:20]=2)[CH:9]=1)([CH3:4])([CH3:2])[CH3:3]. (3) Given the reactants [C:1]1(/[CH:7]=[CH:8]/[C:9]2[CH:14]=[CH:13][CH:12]=[CH:11][CH:10]=2)[CH:6]=[CH:5][CH:4]=[CH:3][CH:2]=1.[OH:15]O, predict the reaction product. The product is: [CH:4]1[CH:3]=[CH:2][C:1]([C@H:7]2[O:15][C@@H:8]2[C:9]2[CH:10]=[CH:11][CH:12]=[CH:13][CH:14]=2)=[CH:6][CH:5]=1. (4) The product is: [F:24][CH:22]([F:23])[N:7]1[C:6]([CH2:4][OH:3])=[CH:10][C:9]([C:11]2[CH:12]=[CH:13][C:14]([O:17][C:18]([F:20])([F:19])[F:21])=[CH:15][CH:16]=2)=[N:8]1. Given the reactants C([O:3][C:4]([C:6]1[N:7]([CH:22]([F:24])[F:23])[N:8]=[C:9]([C:11]2[CH:16]=[CH:15][C:14]([O:17][C:18]([F:21])([F:20])[F:19])=[CH:13][CH:12]=2)[CH:10]=1)=O)C.[H-].[Al+3].[Li+].[H-].[H-].[H-], predict the reaction product. (5) Given the reactants [CH3:1][NH:2][C:3]1[N:8]=[C:7]([CH2:9][CH2:10][OH:11])[CH:6]=[CH:5][CH:4]=1.[O:12]1[C:16]2[CH:17]=[CH:18][C:19]([CH:21]([CH2:28][C:29]3[CH:33]=[C:32](O)[N:31]([CH3:35])[N:30]=3)[CH2:22][C:23]([O:25]CC)=[O:24])=[CH:20][C:15]=2[O:14][CH2:13]1.C1(P(C2C=CC=CC=2)C2C=CC=CC=2)C=CC=CC=1.N(C(OC(C)C)=O)=NC(OC(C)C)=O, predict the reaction product. The product is: [O:12]1[C:16]2[CH:17]=[CH:18][C:19]([CH:21]([CH2:28][C:29]3[CH:33]=[C:32]([O:11][CH2:10][CH2:9][C:7]4[CH:6]=[CH:5][CH:4]=[C:3]([NH:2][CH3:1])[N:8]=4)[N:31]([CH3:35])[N:30]=3)[CH2:22][C:23]([OH:25])=[O:24])=[CH:20][C:15]=2[O:14][CH2:13]1. (6) Given the reactants Br[C:2]1[CH:3]=[C:4]2[C:9](=[CH:10][CH:11]=1)[N:8]=[CH:7][CH:6]=[CH:5]2.C[S-:13].[Na+].Br[CH2:16][CH:17]([O:20][CH3:21])[O:18][CH3:19], predict the reaction product. The product is: [CH3:19][O:18][CH:17]([O:20][CH3:21])[CH2:16][S:13][C:2]1[CH:3]=[C:4]2[C:9](=[CH:10][CH:11]=1)[N:8]=[CH:7][CH:6]=[CH:5]2.